This data is from Catalyst prediction with 721,799 reactions and 888 catalyst types from USPTO. The task is: Predict which catalyst facilitates the given reaction. (1) The catalyst class is: 19. Reactant: [CH2:1]([O:3][C:4]1[CH:5]=[C:6]([C:10]([C:15]2[NH:23][C:18]3=[N:19][CH:20]=[CH:21][CH:22]=[C:17]3[CH:16]=2)=[CH:11][CH:12]([CH3:14])[CH3:13])[CH:7]=[CH:8][CH:9]=1)[CH3:2].[H][H]. Product: [CH2:1]([O:3][C:4]1[CH:5]=[C:6]([CH:10]([C:15]2[NH:23][C:18]3=[N:19][CH:20]=[CH:21][CH:22]=[C:17]3[CH:16]=2)[CH2:11][CH:12]([CH3:14])[CH3:13])[CH:7]=[CH:8][CH:9]=1)[CH3:2]. (2) Reactant: [OH:1][CH2:2][C:3]1([CH2:9][CH2:10][C:11]2[CH:16]=[CH:15][C:14]([OH:17])=[CH:13][CH:12]=2)[CH2:7][O:6][C:5]([CH3:8])=[N:4]1.C([O-])([O-])=O.[Cs+].[Cs+].Br[CH2:25][CH2:26][CH2:27][CH2:28][CH2:29][CH2:30][F:31].C([O-])(O)=O.[Na+]. Product: [F:31][CH2:30][CH2:29][CH2:28][CH2:27][CH2:26][CH2:25][O:17][C:14]1[CH:13]=[CH:12][C:11]([CH2:10][CH2:9][C:3]2([CH2:2][OH:1])[CH2:7][O:6][C:5]([CH3:8])=[N:4]2)=[CH:16][CH:15]=1. The catalyst class is: 39. (3) Reactant: [F:1][C:2]1[CH:7]=[CH:6][C:5]([C:8]2[C:12]([CH2:13][N:14]3C(=O)C4C(=CC=CC=4)C3=O)=[C:11]([CH3:25])[O:10][N:9]=2)=[CH:4][CH:3]=1.O.NN. Product: [F:1][C:2]1[CH:3]=[CH:4][C:5]([C:8]2[C:12]([CH2:13][NH2:14])=[C:11]([CH3:25])[O:10][N:9]=2)=[CH:6][CH:7]=1. The catalyst class is: 219. (4) Reactant: [CH2:1]([O:8][N:9]1[C:18](=[O:19])[C:17]2[C:12](=[CH:13][C:14](Cl)=[C:15]([F:20])[CH:16]=2)[N:11]([CH:22]2[CH2:24][CH2:23]2)[C:10]1=[O:25])[C:2]1[CH:7]=[CH:6][CH:5]=[CH:4][CH:3]=1.[C:26]([O:30][C:31](=[O:38])[NH:32][CH:33]1[CH2:37][CH2:36][NH:35][CH2:34]1)([CH3:29])([CH3:28])[CH3:27].C(N(CC)CC)C. Product: [C:26]([O:30][C:31](=[O:38])[NH:32][CH:33]1[CH2:37][CH2:36][N:35]([C:14]2[CH:13]=[C:12]3[C:17]([C:18](=[O:19])[N:9]([O:8][CH2:1][C:2]4[CH:7]=[CH:6][CH:5]=[CH:4][CH:3]=4)[C:10](=[O:25])[N:11]3[CH:22]3[CH2:24][CH2:23]3)=[CH:16][C:15]=2[F:20])[CH2:34]1)([CH3:29])([CH3:27])[CH3:28]. The catalyst class is: 18.